From a dataset of Full USPTO retrosynthesis dataset with 1.9M reactions from patents (1976-2016). Predict the reactants needed to synthesize the given product. Given the product [O:11]1[C:7]2[CH:6]=[C:5]([C@@H:3]([O:4][C:27]3[CH:26]=[C:25]4[C:30](=[CH:29][CH:28]=3)[N:22]([C:19]3[CH:20]=[CH:21][C:16]([F:15])=[CH:17][CH:18]=3)[N:23]=[CH:24]4)[C@@H:2]([NH2:1])[CH3:14])[CH:13]=[CH:12][C:8]=2[CH2:9][CH2:10]1, predict the reactants needed to synthesize it. The reactants are: [NH2:1][C@H:2]([CH3:14])[C@@H:3]([C:5]1[CH:13]=[CH:12][C:8]2[CH2:9][CH2:10][O:11][C:7]=2[CH:6]=1)[OH:4].[F:15][C:16]1[CH:21]=[CH:20][C:19]([N:22]2[C:30]3[C:25](=[CH:26][C:27](I)=[CH:28][CH:29]=3)[CH:24]=[N:23]2)=[CH:18][CH:17]=1.C(=O)([O-])[O-].[Cs+].[Cs+].